From a dataset of Forward reaction prediction with 1.9M reactions from USPTO patents (1976-2016). Predict the product of the given reaction. Given the reactants [CH2:1]([O:7][C:8]1[CH:13]=[CH:12][C:11]([CH2:14][NH2:15])=[CH:10][CH:9]=1)[CH2:2][CH2:3][CH2:4][CH2:5][CH3:6].Cl[C:17]1[C:26]2[C:21](=[CH:22][CH:23]=[CH:24][CH:25]=2)[N:20]=[CH:19][N:18]=1.O(C1C=C(C=CC=1)CNC1C2C(=CC=CC=2)N=CN=1)C1C=CC=CC=1, predict the reaction product. The product is: [CH2:1]([O:7][C:8]1[CH:9]=[CH:10][C:11]([CH2:14][NH:15][C:17]2[C:26]3[C:21](=[CH:22][CH:23]=[CH:24][CH:25]=3)[N:20]=[CH:19][N:18]=2)=[CH:12][CH:13]=1)[CH2:2][CH2:3][CH2:4][CH2:5][CH3:6].